From a dataset of Reaction yield outcomes from USPTO patents with 853,638 reactions. Predict the reaction yield, written as a fraction of the theoretical maximum amount of product (1.0 means a 100% yield; for example, 0.34 means a 34% yield). (1) The reactants are [Br:1][C:2]1[CH:21]=[CH:20][C:5]2[NH:6][C:7]([C:12]3[CH:17]=[CH:16][C:15]([O:18][CH3:19])=[CH:14][CH:13]=3)(C(O)=O)[O:8][C:4]=2[CH:3]=1.Cl.C(N=C=NC[CH2:29][CH2:30][N:31]([CH3:33])C)C.[OH:34]N1C2C=CC=CC=2N=N1.Cl.Cl.N[CH:47]1[CH2:54]C2N(C)C(CCC2)C1.[CH2:57]([N:59]([CH2:62][CH3:63])[CH2:60][CH3:61])C. The catalyst is CN(C=O)C.C(OCC)(=O)C. The product is [CH3:57][N:59]1[CH:62]2[CH2:63][CH2:54][CH2:47][CH:60]1[CH2:61][CH:30]([NH:31][C:33]([C:20]1[CH:21]=[C:2]([Br:1])[CH:3]=[C:4]3[O:8][C:7]([C:12]4[CH:13]=[CH:14][C:15]([O:18][CH3:19])=[CH:16][CH:17]=4)=[N:6][C:5]=13)=[O:34])[CH2:29]2. The yield is 0.270. (2) The reactants are C(O[B:5]1[O:9][C:8]([CH3:11])([CH3:10])[C:7]([CH3:13])([CH3:12])[O:6]1)(C)C.C([Li])CCC.[F:19][C:20]1[CH:21]=[C:22]([CH:30]=[C:31]([F:33])[CH:32]=1)[O:23][CH:24]1[CH2:29][CH2:28][O:27][CH2:26][CH2:25]1. No catalyst specified. The product is [F:33][C:31]1[CH:30]=[C:22]([O:23][CH:24]2[CH2:25][CH2:26][O:27][CH2:28][CH2:29]2)[CH:21]=[C:20]([F:19])[C:32]=1[B:5]1[O:6][C:7]([CH3:12])([CH3:13])[C:8]([CH3:10])([CH3:11])[O:9]1. The yield is 0.330. (3) The reactants are [C:1]([N:5]1[C:9](=[O:10])[C:8]([NH:11][CH2:12][C:13]([O:15]C)=[O:14])=[C:7]([C:17]2[CH:22]=[CH:21][CH:20]=[CH:19][CH:18]=2)[S:6]1(=[O:24])=[O:23])([CH3:4])([CH3:3])[CH3:2].CO.[Li+].[OH-].Cl. The catalyst is O1CCOCC1.O. The product is [C:1]([N:5]1[C:9](=[O:10])[C:8]([NH:11][CH2:12][C:13]([OH:15])=[O:14])=[C:7]([C:17]2[CH:22]=[CH:21][CH:20]=[CH:19][CH:18]=2)[S:6]1(=[O:24])=[O:23])([CH3:4])([CH3:2])[CH3:3]. The yield is 0.410. (4) The reactants are Br[C:2]1[CH:7]=[CH:6][C:5]([F:8])=[CH:4][N:3]=1.C([Li])CCC.CN([CH:17]=[O:18])C.[Cl-].[NH4+]. The catalyst is C1(C)C=CC=CC=1. The product is [F:8][C:5]1[CH:6]=[CH:7][C:2]([CH:17]=[O:18])=[N:3][CH:4]=1. The yield is 0.260. (5) The reactants are Cl[C:2]1[CH:11]=[C:10]([C:12]([NH:14][CH2:15][CH2:16][N:17]2[CH2:21][CH2:20][CH2:19][CH2:18]2)=[O:13])[C:9]2[C:4](=[CH:5][CH:6]=[CH:7][CH:8]=2)[N:3]=1.CC1(C)C(C)(C)OB([C:30]2[CH:35]=[CH:34][C:33]([CH2:36][N:37]3[CH2:42][CH2:41][O:40][CH2:39][CH2:38]3)=[CH:32][CH:31]=2)O1.P([O-])([O-])([O-])=O.[K+].[K+].[K+]. The catalyst is CN(C=O)C.O.C1C=CC([P]([Pd]([P](C2C=CC=CC=2)(C2C=CC=CC=2)C2C=CC=CC=2)([P](C2C=CC=CC=2)(C2C=CC=CC=2)C2C=CC=CC=2)[P](C2C=CC=CC=2)(C2C=CC=CC=2)C2C=CC=CC=2)(C2C=CC=CC=2)C2C=CC=CC=2)=CC=1. The product is [O:40]1[CH2:41][CH2:42][N:37]([CH2:36][C:33]2[CH:32]=[CH:31][C:30]([C:2]3[CH:11]=[C:10]([C:12]([NH:14][CH2:15][CH2:16][N:17]4[CH2:21][CH2:20][CH2:19][CH2:18]4)=[O:13])[C:9]4[C:4](=[CH:5][CH:6]=[CH:7][CH:8]=4)[N:3]=3)=[CH:35][CH:34]=2)[CH2:38][CH2:39]1. The yield is 0.570. (6) The reactants are [Cl:1][C:2]1[N:3]=[CH:4][NH:5][C:6]=1[Cl:7].[OH-].[K+].Br[CH2:11][C:12]1[CH:25]=[CH:24][C:23]2[C:22](=[O:26])[C:21]3[C:16](=[CH:17][CH:18]=[CH:19][CH:20]=3)[C:15](=[O:27])[C:14]=2[CH:13]=1. The catalyst is C(#N)C. The product is [CH3:11][C:12]1[CH:25]=[CH:24][C:23]2[C:22](=[O:26])[C:21]3[C:16](=[CH:17][CH:18]=[CH:19][CH:20]=3)[C:15](=[O:27])[C:14]=2[C:13]=1[N:3]1[C:2]([Cl:1])=[C:6]([Cl:7])[N:5]=[CH:4]1. The yield is 0.400.